Predict the reactants needed to synthesize the given product. From a dataset of Full USPTO retrosynthesis dataset with 1.9M reactions from patents (1976-2016). (1) Given the product [S:15]1[CH:16]=[C:12]([C:9]2[CH:10]=[CH:11][C:6]([O:5][CH2:4][CH2:3][CH2:2][NH:27][CH2:26][C:22]3[S:21][CH:25]=[CH:24][CH:23]=3)=[CH:7][CH:8]=2)[C:13]2[CH:20]=[CH:19][CH:18]=[CH:17][C:14]1=2, predict the reactants needed to synthesize it. The reactants are: Br[CH2:2][CH2:3][CH2:4][O:5][C:6]1[CH:11]=[CH:10][C:9]([C:12]2[C:13]3[CH:20]=[CH:19][CH:18]=[CH:17][C:14]=3[S:15][CH:16]=2)=[CH:8][CH:7]=1.[S:21]1[CH:25]=[CH:24][CH:23]=[C:22]1[CH2:26][NH2:27].C(=O)([O-])[O-].[K+].[K+]. (2) Given the product [OH:23][C:24]1[CH:25]=[C:26]2[C:30](=[N:31][CH:32]=1)[NH:29][C:28]([CH3:33])=[CH:27]2, predict the reactants needed to synthesize it. The reactants are: OC1NC2C(C=1)=CC=CC=2.COC1NC2C(C=1)=CC=CC=2.C[O:23][C:24]1[CH:25]=[C:26]2[C:30](=[N:31][CH:32]=1)[NH:29][C:28]([CH3:33])=[CH:27]2.